From a dataset of NCI-60 drug combinations with 297,098 pairs across 59 cell lines. Regression. Given two drug SMILES strings and cell line genomic features, predict the synergy score measuring deviation from expected non-interaction effect. (1) Drug 1: C1CN(CCN1C(=O)CCBr)C(=O)CCBr. Drug 2: B(C(CC(C)C)NC(=O)C(CC1=CC=CC=C1)NC(=O)C2=NC=CN=C2)(O)O. Cell line: SNB-75. Synergy scores: CSS=30.1, Synergy_ZIP=-4.87, Synergy_Bliss=-7.23, Synergy_Loewe=-6.31, Synergy_HSA=-5.77. (2) Drug 1: CN1CCC(CC1)COC2=C(C=C3C(=C2)N=CN=C3NC4=C(C=C(C=C4)Br)F)OC. Drug 2: C1C(C(OC1N2C=NC(=NC2=O)N)CO)O. Cell line: NCI/ADR-RES. Synergy scores: CSS=17.0, Synergy_ZIP=-1.76, Synergy_Bliss=4.48, Synergy_Loewe=4.77, Synergy_HSA=4.92. (3) Drug 1: CCCS(=O)(=O)NC1=C(C(=C(C=C1)F)C(=O)C2=CNC3=C2C=C(C=N3)C4=CC=C(C=C4)Cl)F. Drug 2: C1CC(=O)NC(=O)C1N2CC3=C(C2=O)C=CC=C3N. Cell line: RXF 393. Synergy scores: CSS=4.51, Synergy_ZIP=-3.55, Synergy_Bliss=-0.597, Synergy_Loewe=0.523, Synergy_HSA=0.591. (4) Drug 1: CC1=C(C=C(C=C1)C(=O)NC2=CC(=CC(=C2)C(F)(F)F)N3C=C(N=C3)C)NC4=NC=CC(=N4)C5=CN=CC=C5. Drug 2: C1CC(=O)NC(=O)C1N2C(=O)C3=CC=CC=C3C2=O. Cell line: HCT-15. Synergy scores: CSS=11.0, Synergy_ZIP=3.04, Synergy_Bliss=-0.255, Synergy_Loewe=5.09, Synergy_HSA=-1.28. (5) Drug 1: C1C(C(OC1N2C=C(C(=O)NC2=O)F)CO)O. Drug 2: C1=CC=C(C=C1)NC(=O)CCCCCCC(=O)NO. Cell line: CAKI-1. Synergy scores: CSS=46.0, Synergy_ZIP=3.87, Synergy_Bliss=3.65, Synergy_Loewe=-1.31, Synergy_HSA=1.17. (6) Synergy scores: CSS=12.0, Synergy_ZIP=-1.47, Synergy_Bliss=5.66, Synergy_Loewe=-6.60, Synergy_HSA=3.19. Drug 1: CN1CCC(CC1)COC2=C(C=C3C(=C2)N=CN=C3NC4=C(C=C(C=C4)Br)F)OC. Drug 2: C1CC(=O)NC(=O)C1N2C(=O)C3=CC=CC=C3C2=O. Cell line: MOLT-4. (7) Drug 1: C1=CC(=CC=C1CC(C(=O)O)N)N(CCCl)CCCl.Cl. Drug 2: CNC(=O)C1=NC=CC(=C1)OC2=CC=C(C=C2)NC(=O)NC3=CC(=C(C=C3)Cl)C(F)(F)F. Cell line: SF-295. Synergy scores: CSS=11.3, Synergy_ZIP=-2.55, Synergy_Bliss=-0.455, Synergy_Loewe=-8.50, Synergy_HSA=1.42.